Dataset: Full USPTO retrosynthesis dataset with 1.9M reactions from patents (1976-2016). Task: Predict the reactants needed to synthesize the given product. (1) Given the product [Cl:28][C:26]1[CH:25]=[CH:24][C:23]2[S:29][C:42]([CH2:41][C:32]3[C:33]([Cl:40])=[CH:34][C:35]([N+:37]([O-:39])=[O:38])=[CH:36][C:31]=3[Cl:30])=[N:21][C:22]=2[CH:27]=1, predict the reactants needed to synthesize it. The reactants are: O=P12OP3(OP(OP(O3)(O1)=O)(=O)O2)=O.CS(O)(=O)=O.Cl.[NH2:21][C:22]1[CH:27]=[C:26]([Cl:28])[CH:25]=[CH:24][C:23]=1[SH:29].[Cl:30][C:31]1[CH:36]=[C:35]([N+:37]([O-:39])=[O:38])[CH:34]=[C:33]([Cl:40])[C:32]=1[CH2:41][C:42](O)=O. (2) Given the product [Cl:23][C:15]1[CH:14]=[C:13]([S:10]([NH:2][C:3]2[S:4][C:5]([Cl:8])=[CH:6][N:7]=2)(=[O:12])=[O:11])[CH:22]=[CH:21][C:16]=1[C:17]([O:19][CH3:20])=[O:18], predict the reactants needed to synthesize it. The reactants are: Cl.[NH2:2][C:3]1[S:4][C:5]([Cl:8])=[CH:6][N:7]=1.Cl[S:10]([C:13]1[CH:22]=[CH:21][C:16]([C:17]([O:19][CH3:20])=[O:18])=[C:15]([Cl:23])[CH:14]=1)(=[O:12])=[O:11].Cl. (3) Given the product [CH3:20][N:21]1[C:25]([NH:26][C:27]([C:28]2[CH:29]=[C:30]([C:34]#[C:35][C:2]3[CH:3]=[N:4][CH:5]=[C:6]([CH:19]=3)[C:7]([N:9]=[S@@:10]([CH3:18])(=[O:17])[C:11]3[CH:16]=[CH:15][CH:14]=[CH:13][CH:12]=3)=[O:8])[CH:31]=[CH:32][CH:33]=2)=[O:36])=[CH:24][C:23]([CH3:37])=[N:22]1, predict the reactants needed to synthesize it. The reactants are: Br[C:2]1[CH:3]=[N:4][CH:5]=[C:6]([CH:19]=1)[C:7]([N:9]=[S@@:10]([CH3:18])(=[O:17])[C:11]1[CH:16]=[CH:15][CH:14]=[CH:13][CH:12]=1)=[O:8].[CH3:20][N:21]1[C:25]([NH:26][C:27](=[O:36])[C:28]2[CH:33]=[CH:32][CH:31]=[C:30]([C:34]#[CH:35])[CH:29]=2)=[CH:24][C:23]([CH3:37])=[N:22]1. (4) Given the product [Cl:1][C:2]1[C:10]2[C:5](=[CH:6][C:7]([C:11]([NH:33][CH2:32][C:28]3[CH:27]=[C:26]([CH:31]=[CH:30][CH:29]=3)[O:25][C:22]3[CH:23]=[CH:24][C:19]([CH2:18][CH2:17][C:16]([OH:35])=[O:15])=[C:20]([CH3:34])[CH:21]=3)=[O:13])=[CH:8][CH:9]=2)[NH:4][CH:3]=1, predict the reactants needed to synthesize it. The reactants are: [Cl:1][C:2]1[C:10]2[C:5](=[CH:6][C:7]([C:11]([OH:13])=O)=[CH:8][CH:9]=2)[NH:4][CH:3]=1.C[O:15][C:16](=[O:35])[CH2:17][CH2:18][C:19]1[CH:24]=[CH:23][C:22]([O:25][C:26]2[CH:31]=[CH:30][CH:29]=[C:28]([CH2:32][NH2:33])[CH:27]=2)=[CH:21][C:20]=1[CH3:34]. (5) Given the product [Cl:1][C:2]1[C:3]([CH3:11])=[C:4]([C:13]2[N:18]=[C:17]([NH2:19])[N:16]=[C:15]([NH:20][CH3:21])[CH:14]=2)[CH:5]=[CH:6][CH:7]=1, predict the reactants needed to synthesize it. The reactants are: [Cl:1][C:2]1[C:3]([CH3:11])=[C:4](B(O)O)[CH:5]=[CH:6][CH:7]=1.I[C:13]1[N:18]=[C:17]([NH2:19])[N:16]=[C:15]([NH:20][CH3:21])[CH:14]=1. (6) Given the product [CH2:22]([NH:29][C:7]1[CH:8]=[C:9]2[C:4](=[CH:5][CH:6]=1)[N:3]=[C:2]([NH:18][CH2:17][C:16]1[CH:19]=[CH:20][CH:21]=[C:14]([F:13])[CH:15]=1)[CH:11]=[CH:10]2)[C:23]1[CH:28]=[CH:27][CH:26]=[CH:25][CH:24]=1, predict the reactants needed to synthesize it. The reactants are: Cl[C:2]1[CH:11]=[CH:10][C:9]2[C:4](=[CH:5][CH:6]=[C:7](Cl)[CH:8]=2)[N:3]=1.[F:13][C:14]1[CH:15]=[C:16]([CH:19]=[CH:20][CH:21]=1)[CH2:17][NH2:18].[CH2:22]([NH2:29])[C:23]1[CH:28]=[CH:27][CH:26]=[CH:25][CH:24]=1.